Dataset: NCI-60 drug combinations with 297,098 pairs across 59 cell lines. Task: Regression. Given two drug SMILES strings and cell line genomic features, predict the synergy score measuring deviation from expected non-interaction effect. Drug 1: C1=CC(=C2C(=C1NCCNCCO)C(=O)C3=C(C=CC(=C3C2=O)O)O)NCCNCCO. Drug 2: C1C(C(OC1N2C=NC(=NC2=O)N)CO)O. Cell line: PC-3. Synergy scores: CSS=18.0, Synergy_ZIP=-9.60, Synergy_Bliss=-6.61, Synergy_Loewe=-5.64, Synergy_HSA=-1.98.